Dataset: Reaction yield outcomes from USPTO patents with 853,638 reactions. Task: Predict the reaction yield, written as a fraction of the theoretical maximum amount of product (1.0 means a 100% yield; for example, 0.34 means a 34% yield). The reactants are [H-].[Na+].[Br:3][C:4]1[CH:5]=[CH:6][C:7](=[O:10])[NH:8][CH:9]=1.[CH2:11](Br)[C:12]1[CH:17]=[CH:16][CH:15]=[CH:14][CH:13]=1.O. The catalyst is O1CCCC1. The product is [CH2:11]([N:8]1[CH:9]=[C:4]([Br:3])[CH:5]=[CH:6][C:7]1=[O:10])[C:12]1[CH:17]=[CH:16][CH:15]=[CH:14][CH:13]=1. The yield is 0.970.